Dataset: Full USPTO retrosynthesis dataset with 1.9M reactions from patents (1976-2016). Task: Predict the reactants needed to synthesize the given product. Given the product [NH2:37][C:20]1[C:19]2[N:28]=[C:16]([CH2:15][O:14][CH2:12][CH3:13])[N:17]([CH2:29][C:30]3([C:33]([NH2:35])=[O:34])[CH2:32][CH2:31]3)[C:18]=2[C:27]2[CH:26]=[CH:25][CH:24]=[CH:23][C:22]=2[N:21]=1, predict the reactants needed to synthesize it. The reactants are: C1C=C(Cl)C=C(C(OO)=O)C=1.[CH2:12]([O:14][CH2:15][C:16]1[N:17]([CH2:29][C:30]2([C:33]([NH2:35])=[O:34])[CH2:32][CH2:31]2)[C:18]2[C:27]3[CH:26]=[CH:25][CH:24]=[CH:23][C:22]=3[N:21]=[CH:20][C:19]=2[N:28]=1)[CH3:13].[OH-].[NH4+:37].C1(C)C=CC(S(Cl)(=O)=O)=CC=1.